Task: Predict the reaction yield, written as a fraction of the theoretical maximum amount of product (1.0 means a 100% yield; for example, 0.34 means a 34% yield).. Dataset: Reaction yield outcomes from USPTO patents with 853,638 reactions (1) The reactants are Cl[C:2]1[C:7]([C:8]([O:10][CH3:11])=[O:9])=[C:6]([CH3:12])[N:5]=[CH:4][CH:3]=1.[Cl:13][C:14]1[CH:19]=[CH:18][C:17](B(O)O)=[C:16]([F:23])[CH:15]=1.C1(P(C2CCCCC2)C2CCCCC2)CCCCC1.C([O-])([O-])=O.[Cs+].[Cs+]. The catalyst is CC(N(C)C)=O.CC([O-])=O.CC([O-])=O.[Pd+2]. The product is [Cl:13][C:14]1[CH:19]=[CH:18][C:17]([C:2]2[C:7]([C:8]([O:10][CH3:11])=[O:9])=[C:6]([CH3:12])[N:5]=[CH:4][CH:3]=2)=[C:16]([F:23])[CH:15]=1. The yield is 0.170. (2) The reactants are [C:1]([C:3]1[CH:4]=[C:5]([CH:34]=[CH:35][CH:36]=1)[C:6]([NH:8][C:9]1[C:10]([CH3:33])=[C:11]2[C:17]([C@@H:18]3[CH2:23][CH2:22][N:21]([C:24](OC(C)(C)C)=[O:25])[CH2:20][C@@H:19]3[CH3:31])=[CH:16][N:15]([CH3:32])[C:12]2=[N:13][CH:14]=1)=[O:7])#[N:2].NC1C(C)=C2[C:57]([C@@H:56]3[CH2:59]CN(C(O[C:56]([CH3:59])([CH3:58])[CH3:57])=O)C[C@@H:58]3C)=CN(C)C2=NC=1.C(N(CC)CC)C.C(C1C=C(C=CC=1)C(Cl)=O)#N.C(=O)(O)[O-].[Na+]. The catalyst is CN(C1C=CN=CC=1)C.C(Cl)Cl. The product is [C:1]([C:3]1[CH:4]=[C:5]([CH:34]=[CH:35][CH:36]=1)[C:6]([NH:8][C:9]1[C:10]([CH3:33])=[C:11]2[C:17]([C@@H:18]3[CH2:23][CH2:22][N:21]([C:24](=[O:25])[CH2:57][CH:56]4[CH2:59][CH2:58]4)[CH2:20][C@@H:19]3[CH3:31])=[CH:16][N:15]([CH3:32])[C:12]2=[N:13][CH:14]=1)=[O:7])#[N:2]. The yield is 0.930. (3) The reactants are [CH3:1][O:2][C:3]([C:5]1[C:10](Br)=[C:9]([NH2:12])[C:8]([F:13])=[C:7]([Cl:14])[N:6]=1)=[O:4].[CH2:15]([Sn](CCCC)(CCCC)C=C)[CH2:16]CC. The catalyst is CN(C=O)C.Cl[Pd](Cl)([P](C1C=CC=CC=1)(C1C=CC=CC=1)C1C=CC=CC=1)[P](C1C=CC=CC=1)(C1C=CC=CC=1)C1C=CC=CC=1. The product is [CH3:1][O:2][C:3]([C:5]1[C:10]([CH:15]=[CH2:16])=[C:9]([NH2:12])[C:8]([F:13])=[C:7]([Cl:14])[N:6]=1)=[O:4]. The yield is 0.0500. (4) The reactants are C([O:7][C:8]1[CH:9]=[C:10]([N:14]2[C:27]3[C:22](=[CH:23][CH:24]=[CH:25][CH:26]=3)[CH2:21][C:20]3[CH:19]=[CH:18][CH:17]=[CH:16][C:15]2=3)[CH:11]=[CH:12][CH:13]=1)(=O)C(C)(C)C.[OH-].[Na+]. The catalyst is CO. The product is [OH:7][C:8]1[CH:9]=[C:10]([N:14]2[C:15]3[C:20](=[CH:19][CH:18]=[CH:17][CH:16]=3)[CH2:21][C:22]3[CH:23]=[CH:24][CH:25]=[CH:26][C:27]2=3)[CH:11]=[CH:12][CH:13]=1. The yield is 0.670. (5) The yield is 0.880. The catalyst is CN(C)C=O. The reactants are [Br:1][C:2]1[C:3](=[O:19])[NH:4][N:5]=[CH:6][C:7]=1[NH:8][C@@H:9]1[CH2:14][C@@H:13]2[CH2:15][C@@H:11]([C:12]2([CH3:17])[CH3:16])[C@H:10]1[CH3:18].Br[CH2:21][C:22]([O:24][CH2:25][CH3:26])=[O:23].C(=O)([O-])[O-].[K+].[K+].[Cl-].[NH4+]. The product is [Br:1][C:2]1[C:3](=[O:19])[N:4]([CH2:21][C:22]([O:24][CH2:25][CH3:26])=[O:23])[N:5]=[CH:6][C:7]=1[NH:8][C@@H:9]1[CH2:14][C@@H:13]2[CH2:15][C@@H:11]([C:12]2([CH3:16])[CH3:17])[C@H:10]1[CH3:18]. (6) The reactants are C(OC(=O)[N:7]([O:19]C(OC(C)(C)C)=O)[CH2:8][C:9]1[CH:14]=[CH:13][C:12]([C:15]([CH3:18])([CH3:17])[CH3:16])=[CH:11][CH:10]=1)(C)(C)C.FC(F)(F)C(O)=O. The catalyst is C(Cl)Cl. The product is [C:15]([C:12]1[CH:11]=[CH:10][C:9]([CH2:8][NH:7][OH:19])=[CH:14][CH:13]=1)([CH3:18])([CH3:16])[CH3:17]. The yield is 1.00. (7) The reactants are [CH2:1]([N:3]([CH2:13][CH3:14])[C:4](=[O:12])[C:5]1[CH:10]=[CH:9][C:8]([OH:11])=[CH:7][CH:6]=1)[CH3:2].C([O-])([O-])=O.[K+].[K+].Cl.Cl[CH2:23][CH2:24][N:25]1[CH2:30][CH2:29][O:28][CH2:27][CH2:26]1. The catalyst is CN(C=O)C. The product is [CH2:13]([N:3]([CH2:1][CH3:2])[C:4](=[O:12])[C:5]1[CH:10]=[CH:9][C:8]([O:11][CH2:23][CH2:24][N:25]2[CH2:30][CH2:29][O:28][CH2:27][CH2:26]2)=[CH:7][CH:6]=1)[CH3:14]. The yield is 0.910. (8) The reactants are [C:1]1([C:7]2[CH:15]=[C:14]3[C:10]([CH2:11][C:12](=[O:16])[NH:13]3)=[CH:9][CH:8]=2)[CH:6]=[CH:5][CH:4]=[CH:3][CH:2]=1.[CH3:17][N:18]([CH3:33])[CH2:19][CH2:20][O:21][C:22]1[CH:23]=[C:24]2[C:28](=[CH:29][CH:30]=1)[NH:27][C:26]([CH:31]=O)=[CH:25]2.N1CCCCC1. The catalyst is C(O)C. The product is [CH3:17][N:18]([CH3:33])[CH2:19][CH2:20][O:21][C:22]1[CH:23]=[C:24]2[C:28](=[CH:29][CH:30]=1)[NH:27][C:26]([CH:31]=[C:11]1[C:10]3[C:14](=[CH:15][C:7]([C:1]4[CH:2]=[CH:3][CH:4]=[CH:5][CH:6]=4)=[CH:8][CH:9]=3)[NH:13][C:12]1=[O:16])=[CH:25]2. The yield is 0.760. (9) The reactants are [H-].[Na+].[I:3][C:4]1[CH:5]=[C:6]([CH:9]=[O:10])[NH:7][CH:8]=1.Br[CH2:12][C:13]([O:15][CH2:16][CH3:17])=[O:14]. The catalyst is O1CCCC1. The product is [CH:9]([C:6]1[N:7]([CH2:12][C:13]([O:15][CH2:16][CH3:17])=[O:14])[CH:8]=[C:4]([I:3])[CH:5]=1)=[O:10]. The yield is 0.490.